This data is from Reaction yield outcomes from USPTO patents with 853,638 reactions. The task is: Predict the reaction yield, written as a fraction of the theoretical maximum amount of product (1.0 means a 100% yield; for example, 0.34 means a 34% yield). (1) The reactants are [C@:1]12(CS(O)(=O)=O)C(C)(C)[CH:5](CC1)[CH2:4][C:2]2=[O:3].[CH2:16]([NH:18][C:19]1[S:20][C@H:21]2[S:27][C@H:26]([CH2:28][OH:29])[C@@H:25]([OH:30])[C@H:24]([OH:31])[C@H:22]2[N:23]=1)[CH3:17].CC(=O)[C:34](=[O:36])C.[CH:38](OC)(OC)OC. The catalyst is CO. The product is [CH2:16]([NH:18][C:19]1[S:20][C@H:21]2[S:27][C@H:26]([CH2:28][OH:29])[C@H:25]3[O:30][C@@:4]([O:36][CH3:34])([CH3:5])[C@:2]([O:3][CH3:38])([CH3:1])[O:31][C@@H:24]3[C@H:22]2[N:23]=1)[CH3:17]. The yield is 0.925. (2) The product is [Br:24][CH:30]1[CH:29]([OH:28])[CH:5]=[C:6]([C:8]2[CH:13]=[CH:12][N:11]=[CH:10][C:9]=2[N+:14]([O-:16])=[O:15])[CH2:7][CH:2]1[CH3:1]. The yield is 0.800. The reactants are [CH3:1][CH:2]1[CH2:7][C:6]([C:8]2[CH:13]=[CH:12][N:11]=[CH:10][C:9]=2[N+:14]([O-:16])=[O:15])=[CH:5]C=C1.C1C(=O)N([Br:24])C(=O)C1.C([O:28][CH2:29][CH3:30])(=O)C. The catalyst is C1COCC1.O. (3) The yield is 0.630. The reactants are [S:1]1[CH:5]=[CH:4][CH:3]=[C:2]1[C:6]([NH2:38])(C(OC(C)(C)C)=O)[CH2:7][CH2:8][N:9]1[CH2:14][CH2:13][CH:12]([N:15]([CH2:29][CH3:30])[C:16](=[O:28])[CH2:17][C:18]2[CH:23]=[CH:22][C:21]([S:24]([CH3:27])(=[O:26])=[O:25])=[CH:20][CH:19]=2)[CH2:11][CH2:10]1. The catalyst is FC(F)(F)C(O)=O.C(Cl)Cl. The product is [S:1]1[CH:5]=[CH:4][CH:3]=[C:2]1[CH:6]([NH2:38])[CH2:7][CH2:8][N:9]1[CH2:14][CH2:13][CH:12]([N:15]([CH2:29][CH3:30])[C:16](=[O:28])[CH2:17][C:18]2[CH:19]=[CH:20][C:21]([S:24]([CH3:27])(=[O:25])=[O:26])=[CH:22][CH:23]=2)[CH2:11][CH2:10]1. (4) The reactants are [F:1][C:2]1[CH:29]=[CH:28][C:5]([O:6][C:7]2[CH:8]=[C:9]([NH:13][CH2:14][C:15]3[CH:20]=[CH:19][CH:18]=[C:17]([O:21][C:22]([F:27])([F:26])[CH:23]([F:25])[F:24])[CH:16]=3)[CH:10]=[CH:11][CH:12]=2)=[CH:4][CH:3]=1.[F:30][C:31]([F:36])([F:35])[CH:32]1[O:34][CH2:33]1. The catalyst is C(#N)C.FC(F)(F)S([O-])(=O)=O.[Yb+3].FC(F)(F)S([O-])(=O)=O.FC(F)(F)S([O-])(=O)=O. The product is [F:1][C:2]1[CH:3]=[CH:4][C:5]([O:6][C:7]2[CH:8]=[C:9]([N:13]([CH2:14][C:15]3[CH:20]=[CH:19][CH:18]=[C:17]([O:21][C:22]([F:26])([F:27])[CH:23]([F:24])[F:25])[CH:16]=3)[CH2:33][CH:32]([OH:34])[C:31]([F:36])([F:35])[F:30])[CH:10]=[CH:11][CH:12]=2)=[CH:28][CH:29]=1. The yield is 0.810. (5) The reactants are [C:1]([C:3]1[N:8]=[C:7]([CH2:9][CH2:10][C:11]([O:13][C:14]([CH3:17])([CH3:16])[CH3:15])=[O:12])[CH:6]=[CH:5][CH:4]=1)#[N:2].[Cl:18][C:19]1[CH:20]=[C:21]([SH:28])[C:22](=[CH:26][CH:27]=1)[C:23](O)=[O:24]. The catalyst is N1C=CC=CC=1. The product is [Cl:18][C:19]1[CH:27]=[CH:26][C:22]2[C:23](=[O:24])[N:2]=[C:1]([C:3]3[N:8]=[C:7]([CH2:9][CH2:10][C:11]([O:13][C:14]([CH3:17])([CH3:16])[CH3:15])=[O:12])[CH:6]=[CH:5][CH:4]=3)[S:28][C:21]=2[CH:20]=1. The yield is 0.510.